From a dataset of Forward reaction prediction with 1.9M reactions from USPTO patents (1976-2016). Predict the product of the given reaction. Given the reactants C(OC([N:8]1[CH2:18][CH:17]2[N:19]([S:20]([C:23]3[CH:28]=[CH:27][C:26]([Cl:29])=[CH:25][CH:24]=3)(=[O:22])=[O:21])[CH:10]([CH2:11][C:12]3[NH:13][N:14]=[CH:15][C:16]=32)[CH2:9]1)=O)(C)(C)C.Cl, predict the reaction product. The product is: [Cl:29][C:26]1[CH:25]=[CH:24][C:23]([S:20]([N:19]2[CH:10]3[CH2:9][NH:8][CH2:18][CH:17]2[C:16]2[CH:15]=[N:14][NH:13][C:12]=2[CH2:11]3)(=[O:21])=[O:22])=[CH:28][CH:27]=1.